Dataset: Forward reaction prediction with 1.9M reactions from USPTO patents (1976-2016). Task: Predict the product of the given reaction. (1) Given the reactants [CH:1]([N:4]1[CH2:9][CH2:8][N:7]([C:10]([C:12]2[CH:13]=[C:14]3[C:18](=[CH:19][CH:20]=2)[NH:17][C:16]([C:21]([N:23]2[CH2:28][CH2:27][N:26]([S:29]([N:32]4[CH2:37][CH2:36][CH2:35][CH2:34][CH2:33]4)(=[O:31])=[O:30])[CH2:25][CH2:24]2)=[O:22])=[CH:15]3)=[O:11])[CH2:6][CH2:5]1)([CH3:3])[CH3:2].CS(O[CH2:43][C:44]([F:47])([F:46])[F:45])(=O)=O, predict the reaction product. The product is: [CH:1]([N:4]1[CH2:9][CH2:8][N:7]([C:10]([C:12]2[CH:13]=[C:14]3[C:18](=[CH:19][CH:20]=2)[N:17]([CH2:43][C:44]([F:47])([F:46])[F:45])[C:16]([C:21]([N:23]2[CH2:28][CH2:27][N:26]([S:29]([N:32]4[CH2:37][CH2:36][CH2:35][CH2:34][CH2:33]4)(=[O:31])=[O:30])[CH2:25][CH2:24]2)=[O:22])=[CH:15]3)=[O:11])[CH2:6][CH2:5]1)([CH3:3])[CH3:2]. (2) Given the reactants C[O:2][C:3](=O)[N:4]=[C:5](SC)[C:6]([C:20]1[CH:25]=[C:24]([CH2:26][O:27][CH3:28])[C:23]([O:29][CH3:30])=[C:22]([O:31][CH3:32])[CH:21]=1)=[N:7][C:8]1[CH:13]=[CH:12][C:11]([C:14]2[N:18]=[C:17]([CH3:19])[O:16][N:15]=2)=[CH:10][CH:9]=1.[NH:36]([C:38]1[N:43]=[CH:42][CH:41]=[CH:40][N:39]=1)[NH2:37].C(N(CC)CC)C, predict the reaction product. The product is: [CH3:32][O:31][C:22]1[CH:21]=[C:20]([CH:6]([NH:7][C:8]2[CH:9]=[CH:10][C:11]([C:14]3[N:18]=[C:17]([CH3:19])[O:16][N:15]=3)=[CH:12][CH:13]=2)[C:5]2[NH:4][C:3](=[O:2])[N:36]([C:38]3[N:43]=[CH:42][CH:41]=[CH:40][N:39]=3)[N:37]=2)[CH:25]=[C:24]([CH2:26][O:27][CH3:28])[C:23]=1[O:29][CH3:30]. (3) Given the reactants I[C:2]1[CH:15]=[CH:14][C:13]2[C:4](=[C:5]([C:22]3[CH:27]=[CH:26][CH:25]=[CH:24][CH:23]=3)[C:6]3[C:11]([C:12]=2[C:16]2[CH:21]=[CH:20][CH:19]=[CH:18][CH:17]=2)=[CH:10][CH:9]=[CH:8][CH:7]=3)[CH:3]=1.[CH:28]1[C:36]2[C:35]3[CH:37]=[CH:38][CH:39]=[CH:40][C:34]=3[S:33][C:32]=2[C:31]([C:41]2[CH:42]=[CH:43][C:44]3[NH:45][C:46]4[C:51]([C:52]=3[CH:53]=2)=[CH:50][CH:49]=[CH:48][CH:47]=4)=[CH:30][CH:29]=1.CC(C)([O-])C.[Na+].C(P(C(C)(C)C)C(C)(C)C)(C)(C)C, predict the reaction product. The product is: [CH:28]1[C:36]2[C:35]3[CH:37]=[CH:38][CH:39]=[CH:40][C:34]=3[S:33][C:32]=2[C:31]([C:41]2[CH:42]=[CH:43][C:44]3[N:45]([C:15]4[CH:2]=[CH:3][C:4]5[C:13](=[C:12]([C:16]6[CH:21]=[CH:20][CH:19]=[CH:18][CH:17]=6)[C:11]6[C:6]([C:5]=5[C:22]5[CH:23]=[CH:24][CH:25]=[CH:26][CH:27]=5)=[CH:7][CH:8]=[CH:9][CH:10]=6)[CH:14]=4)[C:46]4[C:51]([C:52]=3[CH:53]=2)=[CH:50][CH:49]=[CH:48][CH:47]=4)=[CH:30][CH:29]=1. (4) The product is: [CH2:8]([C:5]1[CH:4]=[CH:3][C:2]([C:11]#[C:10][Si:12]([CH3:15])([CH3:14])[CH3:13])=[CH:7][N:6]=1)[CH3:9]. Given the reactants Br[C:2]1[CH:3]=[CH:4][C:5]([CH2:8][CH3:9])=[N:6][CH:7]=1.[C:10]([Si:12]([CH3:15])([CH3:14])[CH3:13])#[CH:11], predict the reaction product. (5) The product is: [F:13][C:11]1[CH:10]=[CH:9][C:8]([C:14](=[S:26])[NH:15][CH2:16][C:17]2[CH:22]=[CH:21][CH:20]=[C:19]([N+:23]([O-:25])=[O:24])[CH:18]=2)=[C:7]([CH:12]=1)[O:6][CH2:5][C:4]([OH:27])=[O:3]. Given the reactants C([O:3][C:4](=[O:27])[CH2:5][O:6][C:7]1[CH:12]=[C:11]([F:13])[CH:10]=[CH:9][C:8]=1[C:14](=[S:26])[NH:15][CH2:16][C:17]1[CH:22]=[CH:21][CH:20]=[C:19]([N+:23]([O-:25])=[O:24])[CH:18]=1)C.[OH-].[Na+], predict the reaction product. (6) Given the reactants C(OC([NH:11][C@@H:12]([CH2:17][C:18]1[CH:19]=[C:20]2[C:24](=[CH:25][CH:26]=1)[NH:23][CH:22]=[CH:21]2)[C:13]([O:15][CH3:16])=[O:14])=O)C1C=CC=CC=1, predict the reaction product. The product is: [NH2:11][C@@H:12]([CH2:17][C:18]1[CH:19]=[C:20]2[C:24](=[CH:25][CH:26]=1)[NH:23][CH:22]=[CH:21]2)[C:13]([O:15][CH3:16])=[O:14].